From a dataset of Reaction yield outcomes from USPTO patents with 853,638 reactions. Predict the reaction yield, written as a fraction of the theoretical maximum amount of product (1.0 means a 100% yield; for example, 0.34 means a 34% yield). (1) The reactants are [CH3:1][O:2][C:3]1[CH:8]=[CH:7][C:6]([C:9]2[NH:13][C:12]([C@@H:14]3[CH2:18][CH2:17][CH2:16][NH:15]3)=[N:11][CH:10]=2)=[CH:5][CH:4]=1.C(N(CC)CC)C.[C:26]([O:29][C@H:30]1[CH2:47][CH2:46][C@@:45]2([CH3:48])[C@@H:32]([CH2:33][CH2:34][C@:35]3([CH3:60])[C@@H:44]2[CH2:43][CH2:42][C@H:41]2[C@@:36]3([CH3:59])[CH2:37][CH2:38][C@@:39]3([C:56](Cl)=[O:57])[CH2:51][CH2:50][C@@H:49]([C:52]4(C)[CH2:54][CH2:53]4)[C@@H:40]32)[C:31]1([CH3:62])[CH3:61])(=[O:28])[CH3:27].C(O[C@H]1CC[C@@]2(C)[C@@H](CC[C@]3(C)[C@@H]2CC[C@H]2[C@@]3(C)CC[C@@]3(C(O)=O)CC[C@@H](C(C)=C)[C@@H]32)C1(C)C)(=O)C. The catalyst is C(Cl)Cl.O. The product is [C:26]([O:29][C@H:30]1[CH2:47][CH2:46][C@@:45]2([CH3:48])[C@@H:32]([CH2:33][CH2:34][C@:35]3([CH3:60])[C@@H:44]2[CH2:43][CH2:42][C@H:41]2[C@@:36]3([CH3:59])[CH2:37][CH2:38][C@@:39]3([C:56]([N:15]4[CH2:16][CH2:17][CH2:18][CH:14]4[C:12]4[NH:13][C:9]([C:6]5[CH:5]=[CH:4][C:3]([O:2][CH3:1])=[CH:8][CH:7]=5)=[CH:10][N:11]=4)=[O:57])[CH2:51][CH2:50][C@@H:49]([C:52]([CH3:54])=[CH2:53])[C@@H:40]32)[C:31]1([CH3:62])[CH3:61])(=[O:28])[CH3:27]. The yield is 0.740. (2) The catalyst is CO. The reactants are [C:1]([C:3]1[CH:4]=[CH:5][C:6]([C:9]([OH:11])=O)=[N:7][CH:8]=1)#[N:2].[Cl-].COC1N=C(OC)N=C([N+]2(C)CCOCC2)N=1.[NH2:30][C:31]1[CH:32]=[C:33]([F:51])[C:34]([F:50])=[C:35]([C@:37]2([CH2:48][F:49])[CH2:42][C@@H:41]([C:43]([F:46])([F:45])[F:44])[O:40][C:39]([NH2:47])=[N:38]2)[CH:36]=1. The product is [NH2:47][C:39]1[O:40][C@H:41]([C:43]([F:44])([F:46])[F:45])[CH2:42][C@:37]([C:35]2[CH:36]=[C:31]([NH:30][C:9](=[O:11])[C:6]3[CH:5]=[CH:4][C:3]([C:1]#[N:2])=[CH:8][N:7]=3)[CH:32]=[C:33]([F:51])[C:34]=2[F:50])([CH2:48][F:49])[N:38]=1. The yield is 0.367. (3) The reactants are [CH3:1][O:2][C:3]1[CH:4]=[C:5]([C:11]2[CH:16]=[C:15]([N:17]3[CH2:21][CH2:20][CH2:19][CH2:18]3)[N:14]=[C:13](/[CH:22]=[CH:23]/[C:24]3[N:33]=[C:32]([N:34]([CH3:36])[CH3:35])[C:31]4[C:26](=[CH:27][CH:28]=[CH:29][CH:30]=4)[N:25]=3)[N:12]=2)[CH:6]=[CH:7][C:8]=1[O:9][CH3:10].[ClH:37].C(OCC)(=O)C. The catalyst is CO.C(OCC)C. The product is [ClH:37].[ClH:37].[CH3:1][O:2][C:3]1[CH:4]=[C:5]([C:11]2[CH:16]=[C:15]([N:17]3[CH2:21][CH2:20][CH2:19][CH2:18]3)[N:14]=[C:13](/[CH:22]=[CH:23]/[C:24]3[N:33]=[C:32]([N:34]([CH3:36])[CH3:35])[C:31]4[C:26](=[CH:27][CH:28]=[CH:29][CH:30]=4)[N:25]=3)[N:12]=2)[CH:6]=[CH:7][C:8]=1[O:9][CH3:10]. The yield is 0.720. (4) The reactants are C[Si](C)(C)CCS([N:8]1[CH:13]=[CH:12][C:11](=[O:14])[CH2:10][CH:9]1[C:15]1[CH:16]=[N:17][CH:18]=[CH:19][CH:20]=1)(=O)=O.[F-].[Cs+].C(O)(=O)C. The catalyst is CN(C=O)C.C(OCC)(=O)C. The product is [NH:8]1[CH:13]=[CH:12][C:11](=[O:14])[CH2:10][CH:9]1[C:15]1[CH:16]=[N:17][CH:18]=[CH:19][CH:20]=1. The yield is 0.935. (5) The reactants are [CH2:1]([NH:3][CH2:4][C@@H:5]([C@H:7]([C@@H:9]([C@@H:11]([CH2:13][OH:14])O)[OH:10])[OH:8])[OH:6])[CH3:2].Cl.C(NC[C@@H]1O[C@](O)(CO)[C@@H](O)[C@@H]1O)C. The catalyst is O. The product is [CH3:2][CH2:1][N:3]1[C@H:11]([CH2:13][OH:14])[C@@H:9]([OH:10])[C@H:7]([OH:8])[C@@H:5]([OH:6])[CH2:4]1. The yield is 0.600.